Dataset: Experimentally validated miRNA-target interactions with 360,000+ pairs, plus equal number of negative samples. Task: Binary Classification. Given a miRNA mature sequence and a target amino acid sequence, predict their likelihood of interaction. (1) The miRNA is hsa-miR-653-3p with sequence UUCACUGGAGUUUGUUUCAAUA. The protein sequence of the target gene is MEKLHGHVSAHPDILSLENRCLAMLPDLQPLEKLHQHVSTHSDILSLKNQCLATLPDLKTMEKPHGYVSAHPDILSLENQCLATLSDLKTMEKPHGHVSAHPDILSLENRCLATLSSLKSTVSASPLFQSLQISHMTQADLYRVNNSNCLLSEPPSWRAQHFSKGLDLSTCPIALKSISATETAQEATLGRWFDSEEKKGAETQMPSYSLSLGEEEEVEDLAVKLTSGDSESHPEPTDHVLQEKKMALLSLLCSTLVSEVNMNNTSDPTLAAIFEICRELALLEPEFILKASLYARQQLN.... Result: 0 (no interaction). (2) The miRNA is hsa-miR-451a with sequence AAACCGUUACCAUUACUGAGUU. The protein sequence of the target gene is MELREEAWSPGPLDSEDQQMASHENPVDILIMDDDDVPSWPPTKLSPPQSAPPAGPPPRPRPPAPYICNECGKSFSHWSKLTRHQRTHTGERPNACADCGKTFSQSSHLVQHRRIHTGEKPYACLECGKRFSWSSNLMQHQRIHTGEKPYTCPDCGRSFTQSKSLAKHRRSHSGLKPFVCPRCGRGFSQPKSLARHLRLHPELSGPGVAAKVLAASVRRAKGPEEAVAADGEIAIPVGDGEGIIVVGAPGEGAAAAAAMAGAGAKAAGPRSRRAPAPKPYVCLECGKGFGHGAGLLAHQR.... Result: 0 (no interaction). (3) The miRNA is hsa-miR-3125 with sequence UAGAGGAAGCUGUGGAGAGA. The protein sequence of the target gene is MARPRPREYKAGDLVFAKMKGYPHWPARIDELPEGAVKPPANKYPIFFFGTHETAFLGPKDLFPYKEYKDKFGKSNKRKGFNEGLWEIENNPGVKFTGYQAIQQQSSSETEGEGGNTADASSEEEGDRVEEDGKGKRKNEKAGSKRKKSYTSKKSSKQSRKSPGDEDDKDCKEEENKSSSEGGDAGNDTRNTTSDLQKTSEGT. Result: 1 (interaction). (4) The miRNA is hsa-miR-455-3p with sequence GCAGUCCAUGGGCAUAUACAC. The protein sequence of the target gene is MSEPGGGGGEDGSAGLEVSAVQNVADVSVLQKHLRKLVPLLLEDGGEAPAALEAALEEKSALEQMRKFLSDPQVHTVLVERSTLKEDVGDEGEEEKEFISYNINIDIHYGVKSNSLAFIKRTPVIDADKPVSSQLRVLTLSEDSPYETLHSFISNAVAPFFKSYIRESGKADRDGDKMAPSVEKKIAELEMGLLHLQQNIEIPEISLPIHPMITNVAKQCYERGEKPKVTDFGDKVEDPTFLNQLQSGVNRWIREIQKVTKLDRDPASGTALQEISFWLNLERALYRIQEKRESPEVLLT.... Result: 1 (interaction). (5) The miRNA is hsa-miR-7106-3p with sequence AGCUCCCUGAAUCCCUGUCCCAG. The protein sequence of the target gene is MALAGLCALLACCWGPAAVLATAAGDVDPSKELECKLKSITVSALPFLRENDLSIMHSPSASEPKLLFSVRNDFPGEMVVVDDLENTELPYFVLEISGNTEDIPLVRWRQQWLENGTLLFHIHHQDGAPSLPGQDPTEEPQHESAEEELRILHISVMGGMIALLLSILCLVMILYTRRRWCKRRRVPQPQKSASAEAANEIHYIPSVLIGGHGRESLRNARVQGHNSSGTLSIRETPILDGYEYDITDLRHHLQRECMNGGEDFASQVTRTLDSLQGCNEKSGMDLTPGSDNAKLSLMNK.... Result: 0 (no interaction).